This data is from Catalyst prediction with 721,799 reactions and 888 catalyst types from USPTO. The task is: Predict which catalyst facilitates the given reaction. (1) Product: [CH3:1][O:2][C:3](=[O:16])[C@@H:4]([NH:8][C:9]([O:11][C:12]([CH3:15])([CH3:14])[CH3:13])=[O:10])[CH2:5][CH2:6][N:21]([CH2:20][CH2:19][O:18][CH3:17])[CH3:22]. Reactant: [CH3:1][O:2][C:3](=[O:16])[C@@H:4]([NH:8][C:9]([O:11][C:12]([CH3:15])([CH3:14])[CH3:13])=[O:10])[CH2:5][CH2:6]I.[CH3:17][O:18][CH2:19][CH2:20][NH:21][CH3:22].C(N(CC)CC)C. The catalyst class is: 12. (2) Reactant: [OH:1][C:2]1[CH:11]=[C:10]2[C:5]([CH:6]=[CH:7][C:8](=[O:12])[O:9]2)=[CH:4][CH:3]=1.N1C=CC=CC=1.[S:19](O[S:19]([C:22]([F:25])([F:24])[F:23])(=[O:21])=[O:20])([C:22]([F:25])([F:24])[F:23])(=[O:21])=[O:20]. Product: [F:23][C:22]([F:25])([F:24])[S:19]([O:1][C:2]1[CH:11]=[C:10]2[C:5]([CH:6]=[CH:7][C:8](=[O:12])[O:9]2)=[CH:4][CH:3]=1)(=[O:21])=[O:20]. The catalyst class is: 2. (3) Reactant: Br[C:2]1[CH:7]=[CH:6][C:5]([C:8]2[S:9][C:10]3[C:15]([N:16]=2)=[CH:14][CH:13]=[C:12]([C:17]2([C:20]4[CH:25]=[CH:24][CH:23]=[CH:22][CH:21]=4)[CH2:19][CH2:18]2)[N:11]=3)=[C:4]([F:26])[CH:3]=1.Cl.[NH2:28][CH2:29][CH2:30][C:31]([O:33][C:34]([CH3:37])([CH3:36])[CH3:35])=[O:32].CC1(C)C2C(=C(P(C3C=CC=CC=3)C3C=CC=CC=3)C=CC=2)OC2C(P(C3C=CC=CC=3)C3C=CC=CC=3)=CC=CC1=2.CC(C)([O-])C.[Na+]. Product: [F:26][C:4]1[CH:3]=[C:2]([NH:28][CH2:29][CH2:30][C:31]([O:33][C:34]([CH3:37])([CH3:36])[CH3:35])=[O:32])[CH:7]=[CH:6][C:5]=1[C:8]1[S:9][C:10]2[C:15]([N:16]=1)=[CH:14][CH:13]=[C:12]([C:17]1([C:20]3[CH:25]=[CH:24][CH:23]=[CH:22][CH:21]=3)[CH2:19][CH2:18]1)[N:11]=2. The catalyst class is: 101. (4) Reactant: [C:1]([O:5][C:6](=[O:31])[N:7]([C@H:9]([C:11](=[O:30])[NH:12][C@H:13]([C:17]([N:19]1[C:23]2=[N:24][CH:25]=[CH:26][CH:27]=[C:22]2[CH2:21][C@H:20]1[CH:28]=O)=[O:18])[CH:14]([CH3:16])[CH3:15])[CH3:10])[CH3:8])([CH3:4])([CH3:3])[CH3:2].[CH:32]1[C:41]2[C:36](=[CH:37][CH:38]=[CH:39][CH:40]=2)[CH:35]=[CH:34][C:33]=1[NH2:42].C(O)(=O)C.[BH3-]C#N.[Na+]. Product: [C:1]([O:5][C:6](=[O:31])[N:7]([CH3:8])[C@H:9]([C:11](=[O:30])[NH:12][C@H:13]([C:17]([N:19]1[C:23]2=[N:24][CH:25]=[CH:26][CH:27]=[C:22]2[CH2:21][C@H:20]1[CH2:28][NH:42][C:33]1[CH:34]=[CH:35][C:36]2[C:41](=[CH:40][CH:39]=[CH:38][CH:37]=2)[CH:32]=1)=[O:18])[CH:14]([CH3:16])[CH3:15])[CH3:10])([CH3:4])([CH3:3])[CH3:2]. The catalyst class is: 5. (5) Reactant: [Cl:1][C:2]1[C:3](=[O:35])[N:4]([CH2:20][CH2:21][C:22]2[CH:34]=[CH:33][C:25]([C:26]([O:28][C:29]([CH3:32])([CH3:31])[CH3:30])=[O:27])=[CH:24][CH:23]=2)[C:5](/[CH:9]=[CH:10]/[C:11]2[CH:16]=[CH:15][CH:14]=[C:13]([N+:17]([O-])=O)[CH:12]=2)=[C:6]([Cl:8])[CH:7]=1.[Cl-].[NH4+]. Product: [NH2:17][C:13]1[CH:12]=[C:11](/[CH:10]=[CH:9]/[C:5]2[N:4]([CH2:20][CH2:21][C:22]3[CH:34]=[CH:33][C:25]([C:26]([O:28][C:29]([CH3:32])([CH3:31])[CH3:30])=[O:27])=[CH:24][CH:23]=3)[C:3](=[O:35])[C:2]([Cl:1])=[CH:7][C:6]=2[Cl:8])[CH:16]=[CH:15][CH:14]=1. The catalyst class is: 190. (6) Reactant: [CH3:1][N:2]([N:4]=[N:5][C:6]1[CH:10]=[CH:9][S:8][C:7]=1[C:11]([O:13][CH3:14])=[O:12])[CH3:3].S(=O)(=O)(O)O.[N+:20]([O-])([OH:22])=[O:21].[OH-].[NH4+]. Product: [CH3:3][N:2]([N:4]=[N:5][C:6]1[CH:10]=[C:9]([N+:20]([O-:22])=[O:21])[S:8][C:7]=1[C:11]([O:13][CH3:14])=[O:12])[CH3:1]. The catalyst class is: 6.